This data is from Peptide-MHC class I binding affinity with 185,985 pairs from IEDB/IMGT. The task is: Regression. Given a peptide amino acid sequence and an MHC pseudo amino acid sequence, predict their binding affinity value. This is MHC class I binding data. (1) The peptide sequence is DTEDNVPPW. The MHC is SLA-10401 with pseudo-sequence SLA-10401. The binding affinity (normalized) is 0.512. (2) The peptide sequence is ATVAYFNMVY. The MHC is HLA-A29:02 with pseudo-sequence HLA-A29:02. The binding affinity (normalized) is 1.00. (3) The peptide sequence is MTQNISNDK. The MHC is HLA-A26:01 with pseudo-sequence HLA-A26:01. The binding affinity (normalized) is 0.0847. (4) The binding affinity (normalized) is 0.438. The peptide sequence is NQATTKTTFK. The MHC is HLA-A11:01 with pseudo-sequence HLA-A11:01. (5) The peptide sequence is SVKERGPAY. The MHC is HLA-A11:01 with pseudo-sequence HLA-A11:01. The binding affinity (normalized) is 0.489. (6) The peptide sequence is ERYFRINSL. The MHC is Mamu-B52 with pseudo-sequence Mamu-B52. The binding affinity (normalized) is 0.